Dataset: Forward reaction prediction with 1.9M reactions from USPTO patents (1976-2016). Task: Predict the product of the given reaction. (1) Given the reactants Br[C:2]1[CH:7]=[CH:6][C:5]([S:8]([NH2:11])(=[O:10])=[O:9])=[CH:4][CH:3]=1.[B:12]1([B:12]2[O:16][C:15]([CH3:18])([CH3:17])[C:14]([CH3:20])([CH3:19])[O:13]2)[O:16][C:15]([CH3:18])([CH3:17])[C:14]([CH3:20])([CH3:19])[O:13]1.C([O-])(=O)C.[K+], predict the reaction product. The product is: [S:8]([C:5]1[CH:6]=[CH:7][C:2]([B:12]2[O:16][C:15]([CH3:18])([CH3:17])[C:14]([CH3:20])([CH3:19])[O:13]2)=[CH:3][CH:4]=1)(=[O:10])(=[O:9])[NH2:11]. (2) Given the reactants [F:1][C:2]([F:13])([F:12])[C:3]1[CH:11]=[CH:10][C:6]([C:7](Cl)=[O:8])=[CH:5][CH:4]=1.[CH3:14][O:15][C:16]1[CH:21]=[CH:20][CH:19]=[CH:18][C:17]=1[O:22][CH3:23].[Sn](Cl)(Cl)(Cl)Cl.Cl, predict the reaction product. The product is: [CH3:14][O:15][C:16]1[CH:21]=[C:20]([CH:19]=[CH:18][C:17]=1[O:22][CH3:23])[C:7]([C:6]1[CH:10]=[CH:11][C:3]([C:2]([F:13])([F:12])[F:1])=[CH:4][CH:5]=1)=[O:8]. (3) Given the reactants [CH3:1][N:2]1[C:10]2[C:5](=[CH:6][C:7]([C:13]([OH:15])=[O:14])=[CH:8][C:9]=2[CH2:11][CH3:12])[C:4](I)=[N:3]1.[C:17]([O-])([O-])=O.[Na+].[Na+], predict the reaction product. The product is: [CH3:1][N:2]1[C:10]2[C:5](=[CH:6][C:7]([C:13]([OH:15])=[O:14])=[CH:8][C:9]=2[CH2:11][CH3:12])[C:4]([CH3:17])=[N:3]1. (4) Given the reactants [Cl:1][C:2]1[N:7]=[C:6]2[N:8]([CH:12]3[CH2:17][CH2:16][CH2:15][CH2:14][O:13]3)[N:9]=[C:10](I)[C:5]2=[C:4]([CH:18]([F:20])[F:19])[CH:3]=1.COCCOC.O.[N:28]1[CH:33]=[CH:32][CH:31]=[C:30](B(O)O)[CH:29]=1.O.O.P([O-])([O-])([O-])=O.[K+].[K+].[K+], predict the reaction product. The product is: [Cl:1][C:2]1[N:7]=[C:6]2[N:8]([CH:12]3[CH2:17][CH2:16][CH2:15][CH2:14][O:13]3)[N:9]=[C:10]([C:30]3[CH:29]=[N:28][CH:33]=[CH:32][CH:31]=3)[C:5]2=[C:4]([CH:18]([F:20])[F:19])[CH:3]=1. (5) Given the reactants [OH:1][CH:2]1[CH2:7][CH2:6][N:5]([C:8]([N:10]2[CH2:15][CH:14]([C:16]3[CH:21]=[CH:20][C:19]([C:22]([F:25])([F:24])[F:23])=[CH:18][CH:17]=3)[CH2:13][CH:12]([C:26](O)=[O:27])[CH2:11]2)=[O:9])[CH2:4][CH2:3]1.[F:29][C:30]1[CH:35]=[C:34]([F:36])[CH:33]=[CH:32][C:31]=1[C:37](=[N:39]O)[NH2:38], predict the reaction product. The product is: [F:29][C:30]1[CH:35]=[C:34]([F:36])[CH:33]=[CH:32][C:31]=1[C:37]1[N:39]=[C:26]([CH:12]2[CH2:13][CH:14]([C:16]3[CH:17]=[CH:18][C:19]([C:22]([F:24])([F:25])[F:23])=[CH:20][CH:21]=3)[CH2:15][N:10]([C:8]([N:5]3[CH2:6][CH2:7][CH:2]([OH:1])[CH2:3][CH2:4]3)=[O:9])[CH2:11]2)[O:27][N:38]=1. (6) Given the reactants [CH3:1][O:2][C:3]([C:5]1[NH:6][CH:7]=[CH:8][CH:9]=1)=[O:4].[H-].[Na+].[CH2:12](Br)[C:13]1[CH:18]=[CH:17][CH:16]=[CH:15][CH:14]=1, predict the reaction product. The product is: [CH2:12]([N:6]1[CH:7]=[CH:8][CH:9]=[C:5]1[C:3]([O:2][CH3:1])=[O:4])[C:13]1[CH:18]=[CH:17][CH:16]=[CH:15][CH:14]=1.